From a dataset of Forward reaction prediction with 1.9M reactions from USPTO patents (1976-2016). Predict the product of the given reaction. Given the reactants [Cl-:1].[NH4+].Cl[C:4]1[CH:5]=[CH:6][C:7]([O:12][C@H:13]([C:15]2[N:19]([CH3:20])[C:18]([C:21]3[CH:26]=[CH:25][CH:24]=[CH:23][C:22]=3[C:27]([F:30])([F:29])[F:28])=[N:17][N:16]=2)[CH3:14])=[C:8]([CH:11]=1)C#N.[N-:31]=[N+:32]=[N-:33].[Na+].C[N:36]([CH:38]=O)C, predict the reaction product. The product is: [Cl:1][C:38]1[NH:36][N:33]([C:8]2[CH:11]=[CH:4][CH:5]=[CH:6][C:7]=2[O:12][C@H:13]([C:15]2[N:19]([CH3:20])[C:18]([C:21]3[CH:26]=[CH:25][CH:24]=[CH:23][C:22]=3[C:27]([F:28])([F:30])[F:29])=[N:17][N:16]=2)[CH3:14])[NH:32][N:31]=1.